From a dataset of Reaction yield outcomes from USPTO patents with 853,638 reactions. Predict the reaction yield, written as a fraction of the theoretical maximum amount of product (1.0 means a 100% yield; for example, 0.34 means a 34% yield). The reactants are [CH2:1]([O:5][C:6]1[CH:11]=[C:10]([CH3:12])[CH:9]=[CH:8][C:7]=1[NH:13][C:14](=[O:25])[NH:15][C:16]1[S:17][CH:18]=[C:19]([CH2:21][C:22]([OH:24])=O)[N:20]=1)[CH:2]([CH3:4])[CH3:3].[CH3:26][O:27][CH2:28][CH2:29][NH2:30]. No catalyst specified. The product is [CH2:1]([O:5][C:6]1[CH:11]=[C:10]([CH3:12])[CH:9]=[CH:8][C:7]=1[NH:13][C:14](=[O:25])[NH:15][C:16]1[S:17][CH:18]=[C:19]([CH2:21][C:22]([NH:30][CH2:29][CH2:28][O:27][CH3:26])=[O:24])[N:20]=1)[CH:2]([CH3:3])[CH3:4]. The yield is 0.620.